From a dataset of NCI-60 drug combinations with 297,098 pairs across 59 cell lines. Regression. Given two drug SMILES strings and cell line genomic features, predict the synergy score measuring deviation from expected non-interaction effect. (1) Drug 1: CN(C)C1=NC(=NC(=N1)N(C)C)N(C)C. Drug 2: C(CC(=O)O)C(=O)CN.Cl. Cell line: MALME-3M. Synergy scores: CSS=1.88, Synergy_ZIP=-2.06, Synergy_Bliss=-0.557, Synergy_Loewe=-10.3, Synergy_HSA=-6.02. (2) Drug 1: CCC1(CC2CC(C3=C(CCN(C2)C1)C4=CC=CC=C4N3)(C5=C(C=C6C(=C5)C78CCN9C7C(C=CC9)(C(C(C8N6C=O)(C(=O)OC)O)OC(=O)C)CC)OC)C(=O)OC)O.OS(=O)(=O)O. Drug 2: CC(C)CN1C=NC2=C1C3=CC=CC=C3N=C2N. Cell line: MALME-3M. Synergy scores: CSS=24.6, Synergy_ZIP=1.03, Synergy_Bliss=3.96, Synergy_Loewe=-3.36, Synergy_HSA=2.59. (3) Drug 1: C1=CC(=C2C(=C1NCCNCCO)C(=O)C3=C(C=CC(=C3C2=O)O)O)NCCNCCO. Drug 2: CCC1=C2CN3C(=CC4=C(C3=O)COC(=O)C4(CC)O)C2=NC5=C1C=C(C=C5)O. Cell line: HCT-15. Synergy scores: CSS=62.2, Synergy_ZIP=-8.48, Synergy_Bliss=-7.32, Synergy_Loewe=-5.01, Synergy_HSA=-4.04. (4) Drug 1: C1CC(=O)NC(=O)C1N2CC3=C(C2=O)C=CC=C3N. Drug 2: C1CCC(C(C1)N)N.C(=O)(C(=O)[O-])[O-].[Pt+4]. Cell line: NCI-H460. Synergy scores: CSS=3.99, Synergy_ZIP=-2.82, Synergy_Bliss=-2.01, Synergy_Loewe=-1.95, Synergy_HSA=-0.968. (5) Synergy scores: CSS=34.8, Synergy_ZIP=4.41, Synergy_Bliss=7.23, Synergy_Loewe=-0.351, Synergy_HSA=4.22. Drug 2: CC1=C2C(C(=O)C3(C(CC4C(C3C(C(C2(C)C)(CC1OC(=O)C(C(C5=CC=CC=C5)NC(=O)C6=CC=CC=C6)O)O)OC(=O)C7=CC=CC=C7)(CO4)OC(=O)C)O)C)OC(=O)C. Cell line: KM12. Drug 1: CC1C(C(=O)NC(C(=O)N2CCCC2C(=O)N(CC(=O)N(C(C(=O)O1)C(C)C)C)C)C(C)C)NC(=O)C3=C4C(=C(C=C3)C)OC5=C(C(=O)C(=C(C5=N4)C(=O)NC6C(OC(=O)C(N(C(=O)CN(C(=O)C7CCCN7C(=O)C(NC6=O)C(C)C)C)C)C(C)C)C)N)C. (6) Drug 1: C1=CC(=CC=C1CC(C(=O)O)N)N(CCCl)CCCl.Cl. Drug 2: CC(C1=C(C=CC(=C1Cl)F)Cl)OC2=C(N=CC(=C2)C3=CN(N=C3)C4CCNCC4)N. Cell line: SNB-75. Synergy scores: CSS=-0.0150, Synergy_ZIP=-0.642, Synergy_Bliss=1.39, Synergy_Loewe=-2.23, Synergy_HSA=-1.29.